This data is from Peptide-MHC class I binding affinity with 185,985 pairs from IEDB/IMGT. The task is: Regression. Given a peptide amino acid sequence and an MHC pseudo amino acid sequence, predict their binding affinity value. This is MHC class I binding data. (1) The peptide sequence is KSPLPSLEY. The MHC is HLA-A68:01 with pseudo-sequence HLA-A68:01. The binding affinity (normalized) is 0. (2) The peptide sequence is DSPIGPIML. The MHC is HLA-B58:01 with pseudo-sequence HLA-B58:01. The binding affinity (normalized) is 0.0847. (3) The binding affinity (normalized) is 0.892. The MHC is HLA-A03:01 with pseudo-sequence HLA-A03:01. The peptide sequence is TLSRVWGNK. (4) The peptide sequence is ILYNEYNFV. The MHC is HLA-B44:02 with pseudo-sequence HLA-B44:02. The binding affinity (normalized) is 0.0847. (5) The peptide sequence is LLIAITAFT. The MHC is HLA-A02:03 with pseudo-sequence HLA-A02:03. The binding affinity (normalized) is 0.768.